This data is from Full USPTO retrosynthesis dataset with 1.9M reactions from patents (1976-2016). The task is: Predict the reactants needed to synthesize the given product. (1) Given the product [C:5]([CH:4]([C:3]#[N:7])[C:9]([CH3:14])([C:15]1[O:16][C:17]([CH3:20])=[CH:18][N:19]=1)[C:10]([O:12][CH3:13])=[O:11])#[N:6], predict the reactants needed to synthesize it. The reactants are: [H-].[Na+].[C:3](#[N:7])[CH2:4][C:5]#[N:6].Br[C:9]([C:15]1[O:16][C:17]([CH3:20])=[CH:18][N:19]=1)([CH3:14])[C:10]([O:12][CH3:13])=[O:11]. (2) Given the product [F:1][C:2]1[CH:3]=[C:4]([C@H:8]2[CH2:13][CH2:12][CH2:11][C@@H:10]3[N:9]2[C:16](=[O:20])[CH2:17][CH:18]=[CH:19]3)[CH:5]=[CH:6][CH:7]=1, predict the reactants needed to synthesize it. The reactants are: [F:1][C:2]1[CH:3]=[C:4]([C@H:8]2[CH2:13][CH2:12][CH2:11][C@@H:10](C=C)[N:9]2[C:16](=[O:20])[CH2:17][CH:18]=[CH2:19])[CH:5]=[CH:6][CH:7]=1.C(N(CC)CC)C.